Dataset: Forward reaction prediction with 1.9M reactions from USPTO patents (1976-2016). Task: Predict the product of the given reaction. Given the reactants Br[C:2]1[CH:7]=[CH:6][C:5]([B:8]2[O:12]C(C)(C)C(C)(C)[O:9]2)=[CH:4][CH:3]=1.[C:17](=O)([O-])[O-].[K+].[K+].[C:23]([N:26]1[CH2:31][CH2:30][NH:29][CH2:28][CH2:27]1)(=[O:25])[CH3:24], predict the reaction product. The product is: [C:23]([N:26]1[CH2:31][CH2:30][N:29]([CH2:17][C:2]2[CH:3]=[CH:4][C:5]([B:8]([OH:9])[OH:12])=[CH:6][CH:7]=2)[CH2:28][CH2:27]1)(=[O:25])[CH3:24].